This data is from Full USPTO retrosynthesis dataset with 1.9M reactions from patents (1976-2016). The task is: Predict the reactants needed to synthesize the given product. The reactants are: [CH3:1][S:2]([C:5]1[CH:6]=[C:7]([C:11]2[C:12]3[N:13]([N:17]=[C:18]([NH2:20])[N:19]=3)[CH:14]=[CH:15][CH:16]=2)[CH:8]=[CH:9][CH:10]=1)(=[O:4])=[O:3].Br[C:22]1[CH:35]=[CH:34][C:25]([O:26][CH2:27][CH2:28][N:29]2[CH2:33][CH2:32][CH2:31][CH2:30]2)=[CH:24][CH:23]=1. Given the product [CH3:1][S:2]([C:5]1[CH:6]=[C:7]([C:11]2[C:12]3[N:13]([N:17]=[C:18]([NH:20][C:22]4[CH:35]=[CH:34][CH:25]=[CH:24][CH:23]=4)[N:19]=3)[CH:14]=[CH:15][CH:16]=2)[CH:8]=[CH:9][CH:10]=1)(=[O:3])=[O:4].[CH3:1][S:2]([C:5]1[CH:6]=[C:7]([C:11]2[C:12]3[N:13]([N:17]=[C:18]([NH:20][C:22]4[CH:23]=[CH:24][C:25]([O:26][CH2:27][CH2:28][N:29]5[CH2:30][CH2:31][CH2:32][CH2:33]5)=[CH:34][CH:35]=4)[N:19]=3)[CH:14]=[CH:15][CH:16]=2)[CH:8]=[CH:9][CH:10]=1)(=[O:3])=[O:4].[N:29]1([CH2:28][CH2:27][O:26][C:25]2[CH:34]=[CH:35][C:22]([NH2:13])=[CH:23][CH:24]=2)[CH2:33][CH2:32][CH2:31][CH2:30]1, predict the reactants needed to synthesize it.